Task: Predict which catalyst facilitates the given reaction.. Dataset: Catalyst prediction with 721,799 reactions and 888 catalyst types from USPTO (1) Reactant: C1N=CN([C:6](N2C=NC=C2)=[O:7])C=1.[Br:13][C:14]1[CH:15]=[C:16]([NH2:28])[C:17]([NH:20][CH2:21][CH2:22][N:23]2[CH2:27][CH2:26][CH2:25][CH2:24]2)=[CH:18][CH:19]=1. Product: [Br:13][C:14]1[CH:19]=[CH:18][C:17]2[N:20]([CH2:21][CH2:22][N:23]3[CH2:24][CH2:25][CH2:26][CH2:27]3)[C:6](=[O:7])[NH:28][C:16]=2[CH:15]=1. The catalyst class is: 554. (2) Reactant: [Br:1][C:2]1[CH:3]=[C:4]2[C:9](=[CH:10][CH:11]=1)[N:8]=[CH:7][N:6]=[C:5]2Cl.[NH:13]1[CH2:18][CH2:17][CH2:16][CH2:15][CH2:14]1.O. The catalyst class is: 31. Product: [Br:1][C:2]1[CH:3]=[C:4]2[C:9](=[CH:10][CH:11]=1)[N:8]=[CH:7][N:6]=[C:5]2[N:13]1[CH2:18][CH2:17][CH2:16][CH2:15][CH2:14]1. (3) Reactant: [O:1]1[C:5]2[CH:6]=[CH:7][C:8]([C:10]3[NH:11][C:12]4[N:13]([N:17]=[CH:18][C:19]=4[C:20]([OH:22])=O)[C:14](=[O:16])[CH:15]=3)=[CH:9][C:4]=2[O:3][CH2:2]1.C1N=CN(C(N2C=NC=C2)=O)C=1.[CH2:35]([NH2:38])[C:36]#[CH:37]. Product: [O:1]1[C:5]2[CH:6]=[CH:7][C:8]([C:10]3[NH:11][C:12]4[N:13]([N:17]=[CH:18][C:19]=4[C:20]([NH:38][CH2:35][C:36]#[CH:37])=[O:22])[C:14](=[O:16])[CH:15]=3)=[CH:9][C:4]=2[O:3][CH2:2]1. The catalyst class is: 3. (4) Reactant: [Cl:1][C:2]1[N:7]=[C:6]([O:8][C:9]2[C:18]3[C:13](=[CH:14][CH:15]=[CH:16][CH:17]=3)[C:12]([NH:19]C(=O)OC(C)(C)C)=[CH:11][CH:10]=2)[CH:5]=[CH:4][N:3]=1.C(O)(C(F)(F)F)=O. Product: [Cl:1][C:2]1[N:7]=[C:6]([O:8][C:9]2[C:18]3[C:13](=[CH:14][CH:15]=[CH:16][CH:17]=3)[C:12]([NH2:19])=[CH:11][CH:10]=2)[CH:5]=[CH:4][N:3]=1. The catalyst class is: 2. (5) The catalyst class is: 6. Product: [CH:10]([C:9]1[N:8]=[CH:7][NH:6][C:5]=1[C:4]([O:3][CH3:1])=[O:14])=[O:11]. Reactant: [CH2:1]([O:3][CH:4]([O:14]CC)[C:5]1[N:6]=[CH:7][NH:8][C:9]=1[C:10](OC)=[O:11])C.C(O)(=O)C.